This data is from NCI-60 drug combinations with 297,098 pairs across 59 cell lines. The task is: Regression. Given two drug SMILES strings and cell line genomic features, predict the synergy score measuring deviation from expected non-interaction effect. (1) Drug 1: C1=C(C(=O)NC(=O)N1)N(CCCl)CCCl. Drug 2: C1C(C(OC1N2C=NC3=C2NC=NCC3O)CO)O. Cell line: SR. Synergy scores: CSS=25.1, Synergy_ZIP=-9.70, Synergy_Bliss=-18.9, Synergy_Loewe=-20.7, Synergy_HSA=-16.7. (2) Drug 1: CC1=CC2C(CCC3(C2CCC3(C(=O)C)OC(=O)C)C)C4(C1=CC(=O)CC4)C. Drug 2: CC(C)(C#N)C1=CC(=CC(=C1)CN2C=NC=N2)C(C)(C)C#N. Cell line: CAKI-1. Synergy scores: CSS=-4.24, Synergy_ZIP=0.631, Synergy_Bliss=-5.42, Synergy_Loewe=-78.5, Synergy_HSA=-9.29. (3) Synergy scores: CSS=-1.30, Synergy_ZIP=0.410, Synergy_Bliss=-1.38, Synergy_Loewe=-2.59, Synergy_HSA=-2.61. Drug 2: C1CC(=O)NC(=O)C1N2C(=O)C3=CC=CC=C3C2=O. Drug 1: CN1C(=O)N2C=NC(=C2N=N1)C(=O)N. Cell line: SK-OV-3. (4) Drug 1: CC=C1C(=O)NC(C(=O)OC2CC(=O)NC(C(=O)NC(CSSCCC=C2)C(=O)N1)C(C)C)C(C)C. Drug 2: CC1C(C(CC(O1)OC2CC(OC(C2O)C)OC3=CC4=CC5=C(C(=O)C(C(C5)C(C(=O)C(C(C)O)O)OC)OC6CC(C(C(O6)C)O)OC7CC(C(C(O7)C)O)OC8CC(C(C(O8)C)O)(C)O)C(=C4C(=C3C)O)O)O)O. Cell line: HCT116. Synergy scores: CSS=72.5, Synergy_ZIP=1.69, Synergy_Bliss=-0.0591, Synergy_Loewe=-42.9, Synergy_HSA=-0.734. (5) Drug 1: CC1=C(C=C(C=C1)NC2=NC=CC(=N2)N(C)C3=CC4=NN(C(=C4C=C3)C)C)S(=O)(=O)N.Cl. Drug 2: C(=O)(N)NO. Cell line: T-47D. Synergy scores: CSS=3.89, Synergy_ZIP=-1.36, Synergy_Bliss=0.888, Synergy_Loewe=0.830, Synergy_HSA=1.05. (6) Drug 1: CC12CCC3C(C1CCC2O)C(CC4=C3C=CC(=C4)O)CCCCCCCCCS(=O)CCCC(C(F)(F)F)(F)F. Drug 2: CN(CCCl)CCCl.Cl. Synergy scores: CSS=37.8, Synergy_ZIP=-8.68, Synergy_Bliss=-2.66, Synergy_Loewe=-11.9, Synergy_HSA=-0.316. Cell line: HCT-15.